From a dataset of Catalyst prediction with 721,799 reactions and 888 catalyst types from USPTO. Predict which catalyst facilitates the given reaction. (1) Reactant: [CH3:1][N:2]1[CH2:7][CH2:6][CH:5]([O:8][C:9]2[CH:17]=[CH:16][C:12]([C:13]([OH:15])=O)=[CH:11][C:10]=2[C:18]([F:21])([F:20])[F:19])[CH2:4][CH2:3]1.[NH2:22][C@H:23]1[C@H:28]2[C@@H:24]1[O:25][C:26]1[CH:32]=[CH:31][C:30]([O:33][C:34]3[CH:43]=[CH:42][N:41]=[C:40]4[C:35]=3[CH2:36][CH2:37][C:38](=[O:44])[NH:39]4)=[CH:29][C:27]=12.CN(C(ON1N=NC2C=CC=NC1=2)=[N+](C)C)C.F[P-](F)(F)(F)(F)F.CCN(C(C)C)C(C)C. Product: [CH3:1][N:2]1[CH2:3][CH2:4][CH:5]([O:8][C:9]2[CH:17]=[CH:16][C:12]([C:13]([NH:22][C@H:23]3[C@H:28]4[C@@H:24]3[O:25][C:26]3[CH:32]=[CH:31][C:30]([O:33][C:34]5[C:35]6[CH2:36][CH2:37][C:38](=[O:44])[NH:39][C:40]=6[N:41]=[CH:42][CH:43]=5)=[CH:29][C:27]=34)=[O:15])=[CH:11][C:10]=2[C:18]([F:21])([F:19])[F:20])[CH2:6][CH2:7]1. The catalyst class is: 3. (2) Reactant: [CH:1]1([C:4]2[O:5][C:6]3[C:7](=[C:9]([C:17]#[N:18])[C:10]([CH3:16])=[C:11]([CH:14]=[CH2:15])[C:12]=3[F:13])[N:8]=2)[CH2:3][CH2:2]1.[H][H]. Product: [CH:1]1([C:4]2[O:5][C:6]3[C:7](=[C:9]([C:17]#[N:18])[C:10]([CH3:16])=[C:11]([CH2:14][CH3:15])[C:12]=3[F:13])[N:8]=2)[CH2:3][CH2:2]1. The catalyst class is: 586. (3) Reactant: [Cl:1][C:2]1[CH:7]=[CH:6][C:5]([C:8]2[CH:13]=[C:12]([CH3:14])[N:11]=[C:10]([N:15]3[CH:19]=[C:18]([Sn](CCCC)(CCCC)CCCC)[N:17]=[CH:16]3)[N:9]=2)=[CH:4][C:3]=1[CH3:33].[CH3:34][C:35]([NH:38][S:39]([C:42]1[S:46][C:45](Br)=[CH:44][CH:43]=1)(=[O:41])=[O:40])([CH3:37])[CH3:36].CCCCCCC. Product: [C:35]([NH:38][S:39]([C:42]1[S:46][C:45]([C:18]2[N:17]=[CH:16][N:15]([C:10]3[N:9]=[C:8]([C:5]4[CH:6]=[CH:7][C:2]([Cl:1])=[C:3]([CH3:33])[CH:4]=4)[CH:13]=[C:12]([CH3:14])[N:11]=3)[CH:19]=2)=[CH:44][CH:43]=1)(=[O:40])=[O:41])([CH3:37])([CH3:34])[CH3:36]. The catalyst class is: 11.